This data is from Full USPTO retrosynthesis dataset with 1.9M reactions from patents (1976-2016). The task is: Predict the reactants needed to synthesize the given product. (1) Given the product [C:9]1([C:1]2[CH:6]=[CH:5][CH:4]=[CH:3][CH:2]=2)[CH:14]=[CH:13][C:12]([C:15]2([CH3:35])[C:20]([CH3:22])([CH3:21])[O:19][C:18]([NH:23][C@H:24]([C:26]3[CH:31]=[CH:30][CH:29]=[CH:28][C:27]=3[F:32])[CH3:25])=[N:17][S:16]2(=[O:34])=[O:33])=[CH:11][CH:10]=1, predict the reactants needed to synthesize it. The reactants are: [C:1]1([Li])[CH:6]=[CH:5][CH:4]=[CH:3][CH:2]=1.Br[C:9]1[CH:14]=[CH:13][C:12]([C:15]2([CH3:35])[C:20]([CH3:22])([CH3:21])[O:19][C:18]([NH:23][C@H:24]([C:26]3[CH:31]=[CH:30][CH:29]=[CH:28][C:27]=3[F:32])[CH3:25])=[N:17][S:16]2(=[O:34])=[O:33])=[CH:11][CH:10]=1. (2) Given the product [Cl:16][CH2:15][C@@H:17]([OH:19])[CH2:18][C:2]1[CH:7]=[CH:6][CH:5]=[C:4]([O:8][CH2:9][CH:10]([CH2:13][CH3:14])[CH2:11][CH3:12])[CH:3]=1, predict the reactants needed to synthesize it. The reactants are: Br[C:2]1[CH:7]=[CH:6][CH:5]=[C:4]([O:8][CH2:9][CH:10]([CH2:13][CH3:14])[CH2:11][CH3:12])[CH:3]=1.[CH2:15]([C@@H:17]1[O:19][CH2:18]1)[Cl:16].